This data is from Catalyst prediction with 721,799 reactions and 888 catalyst types from USPTO. The task is: Predict which catalyst facilitates the given reaction. (1) Reactant: [C:1]([C:3]1[CH:8]=[CH:7][C:6]([S:9]([NH2:12])(=[O:11])=[O:10])=[CH:5][CH:4]=1)#[N:2].Cl.[NH2:14][OH:15].C([O-])([O-])=O.[Na+].[Na+]. Product: [OH:15][NH:14][C:1](=[NH:2])[C:3]1[CH:8]=[CH:7][C:6]([S:9](=[O:11])(=[O:10])[NH2:12])=[CH:5][CH:4]=1. The catalyst class is: 40. (2) Reactant: [N+:1]([C:4]1[NH:8][N:7]=[CH:6][C:5]=1[C:9]([O:11][CH2:12][CH3:13])=[O:10])([O-:3])=[O:2].C(=O)([O-])[O-].[K+].[K+].[CH2:20](Br)[C:21]1[CH:26]=[CH:25][CH:24]=[CH:23][CH:22]=1.[I-].[K+]. Product: [CH2:20]([N:7]1[CH:6]=[C:5]([C:9]([O:11][CH2:12][CH3:13])=[O:10])[C:4]([N+:1]([O-:3])=[O:2])=[N:8]1)[C:21]1[CH:26]=[CH:25][CH:24]=[CH:23][CH:22]=1. The catalyst class is: 508.